Dataset: Full USPTO retrosynthesis dataset with 1.9M reactions from patents (1976-2016). Task: Predict the reactants needed to synthesize the given product. (1) Given the product [NH:5]1[C:13]2[C:8](=[CH:9][C:10]([NH:14][CH:15]3[CH2:20][CH2:19][CH2:18][N:17]([CH2:23][C:25]4[CH:26]=[CH:27][C:28]([NH:31][C:32](=[O:34])[CH3:33])=[CH:29][CH:30]=4)[CH2:16]3)=[CH:11][CH:12]=2)[CH:7]=[N:6]1, predict the reactants needed to synthesize it. The reactants are: CC(C)(C)C([N:5]1[C:13]2[C:8](=[CH:9][C:10]([NH:14][CH:15]3[CH2:20][CH2:19][CH2:18][NH:17][CH2:16]3)=[CH:11][CH:12]=2)[CH:7]=[N:6]1)=O.[CH:23]([C:25]1[CH:30]=[CH:29][C:28]([NH:31][C:32](=[O:34])[CH3:33])=[CH:27][CH:26]=1)=O.C(O[BH-](OC(=O)C)OC(=O)C)(=O)C.[Na+].C[O-].[Na+]. (2) The reactants are: C(O[C:4](=[C:11]1[C:19]2[C:14](=[CH:15][CH:16]=[C:17]([N+:20]([O-:22])=[O:21])[CH:18]=2)[NH:13][C:12]1=[O:23])[C:5]1[CH:10]=[CH:9][CH:8]=[CH:7][CH:6]=1)C.[CH3:24][O:25][CH:26]1[CH2:31][CH2:30][N:29]([CH2:32][C:33]2[CH:39]=[CH:38][C:36]([NH2:37])=[CH:35][CH:34]=2)[CH2:28][CH2:27]1. Given the product [CH3:24][O:25][CH:26]1[CH2:31][CH2:30][N:29]([CH2:32][C:33]2[CH:34]=[CH:35][C:36]([NH:37]/[C:4](=[C:11]3\[C:12](=[O:23])[NH:13][C:14]4[C:15]\3=[CH:16][C:17]([N+:20]([O-:22])=[O:21])=[CH:18][CH:19]=4)/[C:5]3[CH:10]=[CH:9][CH:8]=[CH:7][CH:6]=3)=[CH:38][CH:39]=2)[CH2:28][CH2:27]1, predict the reactants needed to synthesize it.